The task is: Predict the reactants needed to synthesize the given product.. This data is from Full USPTO retrosynthesis dataset with 1.9M reactions from patents (1976-2016). (1) Given the product [Br:6][C:7]1[CH:12]=[C:11]([CH2:13][CH3:14])[C:10]([OH:16])=[C:9]([Cl:17])[CH:8]=1, predict the reactants needed to synthesize it. The reactants are: [OH-].[Na+].O.NN.[Br:6][C:7]1[CH:8]=[C:9]([Cl:17])[C:10]([OH:16])=[C:11]([C:13](=O)[CH3:14])[CH:12]=1. (2) Given the product [CH2:1]([CH:4]1[CH2:5][CH2:6][CH:7]([CH:10]2[CH2:15][CH2:14][CH:13]([C:16]3[CH:17]=[CH:18][C:19](/[CH:22]=[CH:23]/[C:24]([O:26][CH2:49][CH:43]4[CH2:44][CH:45]5[CH2:48][CH:42]4[CH:47]=[CH:46]5)=[O:25])=[CH:20][CH:21]=3)[CH2:12][CH2:11]2)[CH2:8][CH2:9]1)[CH2:2][CH3:3], predict the reactants needed to synthesize it. The reactants are: [CH2:1]([CH:4]1[CH2:9][CH2:8][CH:7]([CH:10]2[CH2:15][CH2:14][CH:13]([C:16]3[CH:21]=[CH:20][C:19](/[CH:22]=[CH:23]/[C:24]([OH:26])=[O:25])=[CH:18][CH:17]=3)[CH2:12][CH2:11]2)[CH2:6][CH2:5]1)[CH2:2][CH3:3].Cl.CN(C)CCCN=C=NCC.C(Cl)Cl.[CH:42]12[CH2:48][CH:45]([CH:46]=[CH:47]1)[CH2:44][CH:43]2[CH2:49]O. (3) Given the product [CH3:1][S:2]([NH:5][C:6](=[O:37])[C:7]1[CH:8]=[CH:9][C:10]([CH2:13][N:14]2[CH2:15][CH2:16][CH:17]([CH2:20][NH:21][C@@H:28]3[CH2:30][C@H:29]3[C:31]3[CH:36]=[CH:35][CH:34]=[CH:33][CH:32]=3)[CH2:18][CH2:19]2)=[CH:11][CH:12]=1)(=[O:3])=[O:4], predict the reactants needed to synthesize it. The reactants are: [CH3:1][S:2]([NH:5][C:6](=[O:37])[C:7]1[CH:12]=[CH:11][C:10]([CH2:13][N:14]2[CH2:19][CH2:18][CH:17]([CH2:20][N:21]([C@@H:28]3[CH2:30][C@H:29]3[C:31]3[CH:36]=[CH:35][CH:34]=[CH:33][CH:32]=3)C(=O)C(F)(F)F)[CH2:16][CH2:15]2)=[CH:9][CH:8]=1)(=[O:4])=[O:3].[OH-].[Na+]. (4) The reactants are: [CH:1]1([N:6]=[C:7]=[O:8])[CH2:5][CH2:4][CH2:3][CH2:2]1.Cl.[NH2:10][C@H:11]([CH:30]([CH3:32])[CH3:31])[C:12]([N:14]1[CH2:19][CH2:18][C@@:17]([C:21]2[CH:26]=[CH:25][C:24]([Cl:27])=[CH:23][CH:22]=2)([OH:20])[C:16]([CH3:29])([CH3:28])[CH2:15]1)=[O:13].C1COCC1. Given the product [Cl:27][C:24]1[CH:23]=[CH:22][C:21]([C@@:17]2([OH:20])[CH2:18][CH2:19][N:14]([C:12](=[O:13])[C@H:11]([NH:10][C:7]([NH:6][CH:1]3[CH2:5][CH2:4][CH2:3][CH2:2]3)=[O:8])[CH:30]([CH3:32])[CH3:31])[CH2:15][C:16]2([CH3:28])[CH3:29])=[CH:26][CH:25]=1, predict the reactants needed to synthesize it.